Dataset: Peptide-MHC class I binding affinity with 185,985 pairs from IEDB/IMGT. Task: Regression. Given a peptide amino acid sequence and an MHC pseudo amino acid sequence, predict their binding affinity value. This is MHC class I binding data. (1) The peptide sequence is AITLVVISV. The binding affinity (normalized) is 0.565. The MHC is HLA-A02:06 with pseudo-sequence HLA-A02:06. (2) The peptide sequence is YSTVRDLFL. The MHC is HLA-B39:01 with pseudo-sequence HLA-B39:01. The binding affinity (normalized) is 0.0847. (3) The peptide sequence is STVLFGLSY. The MHC is HLA-A68:02 with pseudo-sequence HLA-A68:02. The binding affinity (normalized) is 0.124. (4) The peptide sequence is KAAFDLSHFL. The MHC is HLA-A30:02 with pseudo-sequence HLA-A30:02. The binding affinity (normalized) is 0.239. (5) The binding affinity (normalized) is 0.783. The MHC is HLA-A02:03 with pseudo-sequence HLA-A02:03. The peptide sequence is LLTDTIESA.